Dataset: Forward reaction prediction with 1.9M reactions from USPTO patents (1976-2016). Task: Predict the product of the given reaction. (1) Given the reactants [Br:1][C:2]1[CH:34]=[CH:33][C:5]([CH2:6][CH2:7][N:8]([CH2:22][C:23]2[CH:28]=[CH:27][C:26]([S:29](=[O:32])(=[O:31])[NH2:30])=[CH:25][CH:24]=2)[CH:9]2[CH2:14][CH2:13][N:12]([C:15]([O:17][C:18]([CH3:21])([CH3:20])[CH3:19])=[O:16])[CH2:11][CH2:10]2)=[CH:4][CH:3]=1.[H-].[Na+].[C:37](Cl)(=[O:39])[CH3:38], predict the reaction product. The product is: [C:37]([NH:30][S:29]([C:26]1[CH:25]=[CH:24][C:23]([CH2:22][N:8]([CH2:7][CH2:6][C:5]2[CH:4]=[CH:3][C:2]([Br:1])=[CH:34][CH:33]=2)[CH:9]2[CH2:10][CH2:11][N:12]([C:15]([O:17][C:18]([CH3:21])([CH3:20])[CH3:19])=[O:16])[CH2:13][CH2:14]2)=[CH:28][CH:27]=1)(=[O:32])=[O:31])(=[O:39])[CH3:38]. (2) Given the reactants [CH3:1][S:2]([O:5][C:6]1[CH:11]=[CH:10][C:9]([CH2:12][CH2:13][NH:14]C(OC(C)(C)C)=O)=[CH:8][CH:7]=1)(=[O:4])=[O:3].C(O)(C(F)(F)F)=O, predict the reaction product. The product is: [CH3:1][S:2]([O:5][C:6]1[CH:11]=[CH:10][C:9]([CH2:12][CH2:13][NH2:14])=[CH:8][CH:7]=1)(=[O:4])=[O:3]. (3) Given the reactants O=[C:2]1[CH:10]([C:11]([O:13]CC)=O)[CH2:9][CH:8]2[N:4]([CH2:5][CH2:6][CH2:7]2)[CH2:3]1.[Br:16][C:17]1[CH:22]=[CH:21][N:20]=[C:19]([NH2:23])[CH:18]=1, predict the reaction product. The product is: [Br:16][C:17]1[CH:22]=[CH:21][N:20]2[C:11](=[O:13])[C:10]3[CH2:9][CH:8]4[N:4]([CH2:5][CH2:6][CH2:7]4)[CH2:3][C:2]=3[N:23]=[C:19]2[CH:18]=1. (4) The product is: [CH2:1]([NH:3][C:4]([NH:6][C:7]1[CH:12]=[CH:11][C:10]([C:13]2[N:14]=[C:15]([N:22]3[CH2:27][CH2:26][O:25][CH2:24][C@@H:23]3[CH3:28])[C:16]3[CH2:21][N:20]([CH2:38][C:37]([F:48])([F:47])[F:36])[CH2:19][C:17]=3[N:18]=2)=[CH:9][CH:8]=1)=[O:5])[CH3:2]. Given the reactants [CH2:1]([NH:3][C:4]([NH:6][C:7]1[CH:12]=[CH:11][C:10]([C:13]2[N:14]=[C:15]([N:22]3[CH2:27][CH2:26][O:25][CH2:24][C@@H:23]3[CH3:28])[C:16]3[CH2:21][NH:20][CH2:19][C:17]=3[N:18]=2)=[CH:9][CH:8]=1)=[O:5])[CH3:2].CCN(CC)CC.[F:36][C:37]([F:48])([F:47])[CH2:38]OS(C(Cl)(Cl)Cl)(=O)=O.CC1C=CC(S(O)(=O)=O)=CC=1, predict the reaction product. (5) The product is: [NH2:13][C:12]1[CH:17]=[CH:18][C:9]([O:8][CH2:1][C:2]2[CH:7]=[CH:6][CH:5]=[CH:4][CH:3]=2)=[CH:10][C:11]=1[OH:15]. Given the reactants [CH2:1]([O:8][C:9]1[CH:18]=[CH:17][C:12]2[NH:13]C(=O)[O:15][C:11]=2[CH:10]=1)[C:2]1[CH:7]=[CH:6][CH:5]=[CH:4][CH:3]=1.[OH-].[Na+].Cl, predict the reaction product.